This data is from Catalyst prediction with 721,799 reactions and 888 catalyst types from USPTO. The task is: Predict which catalyst facilitates the given reaction. (1) Reactant: [C:1]([O:5][C:6]([N:8]1[CH:17]([C:18]([OH:20])=O)[CH2:16][C:15]2[CH:14]=[C:13]3[O:21][CH2:22][C@H:23]([C:25]4[CH:30]=[CH:29][C:28]([O:31][CH2:32][C:33]5[CH:38]=[CH:37][C:36]([Cl:39])=[C:35]([Cl:40])[CH:34]=5)=[CH:27][CH:26]=4)[O:24][C:12]3=[CH:11][C:10]=2[CH2:9]1)=[O:7])([CH3:4])([CH3:3])[CH3:2].CN(C(ON1N=NC2C=CC=CC1=2)=[N+](C)C)C.F[P-](F)(F)(F)(F)F.CCN(C(C)C)C(C)C.[CH3:74][O:75][C:76](=[O:94])[C@@H:77]([NH2:93])[CH2:78][C:79]1[CH:84]=[CH:83][C:82]([C:85]2[CH:90]=[CH:89][C:88]([C:91]#[N:92])=[CH:87][CH:86]=2)=[CH:81][CH:80]=1.Cl. Product: [C:1]([O:5][C:6]([N:8]1[CH:17]([C:18](=[O:20])[NH:93][C@H:77]([C:76]([O:75][CH3:74])=[O:94])[CH2:78][C:79]2[CH:80]=[CH:81][C:82]([C:85]3[CH:90]=[CH:89][C:88]([C:91]#[N:92])=[CH:87][CH:86]=3)=[CH:83][CH:84]=2)[CH2:16][C:15]2[CH:14]=[C:13]3[O:21][CH2:22][C@H:23]([C:25]4[CH:30]=[CH:29][C:28]([O:31][CH2:32][C:33]5[CH:38]=[CH:37][C:36]([Cl:39])=[C:35]([Cl:40])[CH:34]=5)=[CH:27][CH:26]=4)[O:24][C:12]3=[CH:11][C:10]=2[CH2:9]1)=[O:7])([CH3:2])([CH3:3])[CH3:4]. The catalyst class is: 3. (2) Reactant: [NH2:1][CH:2]([C:21]1[CH:26]=[CH:25][CH:24]=[CH:23][CH:22]=1)[C:3]([N:5]1[CH2:10][CH2:9][CH:8]([N:11]2[CH2:15][C:14]3=[CH:16][N:17]=[C:18]([CH3:19])[N:13]3[C:12]2=[O:20])[CH2:7][CH2:6]1)=[O:4].[Cl:27][C:28]1[CH:33]=[CH:32][C:31]([N:34]=[C:35]=[O:36])=[CH:30][CH:29]=1. Product: [Cl:27][C:28]1[CH:33]=[CH:32][C:31]([NH:34][C:35]([NH:1][CH:2]([C:21]2[CH:22]=[CH:23][CH:24]=[CH:25][CH:26]=2)[C:3]([N:5]2[CH2:10][CH2:9][CH:8]([N:11]3[CH2:15][C:14]4=[CH:16][N:17]=[C:18]([CH3:19])[N:13]4[C:12]3=[O:20])[CH2:7][CH2:6]2)=[O:4])=[O:36])=[CH:30][CH:29]=1. The catalyst class is: 39.